This data is from Peptide-MHC class II binding affinity with 134,281 pairs from IEDB. The task is: Regression. Given a peptide amino acid sequence and an MHC pseudo amino acid sequence, predict their binding affinity value. This is MHC class II binding data. (1) The peptide sequence is EKKEFAATQFEPLAA. The MHC is HLA-DQA10301-DQB10302 with pseudo-sequence HLA-DQA10301-DQB10302. The binding affinity (normalized) is 0.379. (2) The peptide sequence is EGTKVTFHVEKGSNP. The MHC is DRB1_0301 with pseudo-sequence DRB1_0301. The binding affinity (normalized) is 0. (3) The peptide sequence is RSLWIIFSKNLNIKL. The MHC is HLA-DPA10201-DPB10501 with pseudo-sequence HLA-DPA10201-DPB10501. The binding affinity (normalized) is 0.383. (4) The MHC is DRB1_0401 with pseudo-sequence DRB1_0401. The binding affinity (normalized) is 0.726. The peptide sequence is YDKFLANVITVLTGK. (5) The peptide sequence is SEFENDEHIILYLVN. The MHC is DRB1_1201 with pseudo-sequence DRB1_1201. The binding affinity (normalized) is 0.351. (6) The peptide sequence is SSISLSLINSMKTSF. The MHC is DRB1_0101 with pseudo-sequence DRB1_0101. The binding affinity (normalized) is 0.891. (7) The peptide sequence is NKFVSPKSVSGTFVA. The MHC is H-2-IAb with pseudo-sequence H-2-IAb. The binding affinity (normalized) is 0.206. (8) The peptide sequence is AFKVAATAYNAAPAN. The binding affinity (normalized) is 0.468. The MHC is DRB1_0401 with pseudo-sequence DRB1_0401.